This data is from Reaction yield outcomes from USPTO patents with 853,638 reactions. The task is: Predict the reaction yield, written as a fraction of the theoretical maximum amount of product (1.0 means a 100% yield; for example, 0.34 means a 34% yield). (1) The reactants are [NH4+].[N:2]#[C:3][S-:4].[NH2:5][C:6]1[CH:11]=[CH:10][C:9]([CH2:12][CH2:13][OH:14])=[CH:8][CH:7]=1. The catalyst is Cl.O. The product is [OH:14][CH2:13][CH2:12][C:9]1[CH:10]=[CH:11][C:6]([NH:5][C:3]([NH2:2])=[S:4])=[CH:7][CH:8]=1. The yield is 0.0500. (2) The reactants are [CH3:1][O:2][C:3]1[CH:8]=[CH:7][CH:6]=[CH:5][C:4]=1[OH:9].C(=O)([O-])[O-].[K+].[K+].Br[CH2:17][CH2:18][NH:19][C:20](=[O:26])[O:21][C:22]([CH3:25])([CH3:24])[CH3:23]. The catalyst is CN(C)C=O. The product is [CH3:1][O:2][C:3]1[CH:8]=[CH:7][CH:6]=[CH:5][C:4]=1[O:9][CH2:17][CH2:18][NH:19][C:20](=[O:26])[O:21][C:22]([CH3:25])([CH3:24])[CH3:23]. The yield is 0.970. (3) The reactants are [S:1]1[CH:5]=[N:4][N:3]=[C:2]1[NH2:6].N1C=CC=CC=1.Cl[C:14]([O:16][CH2:17][C:18]([Cl:21])([Cl:20])[Cl:19])=[O:15].O. The catalyst is O1CCCC1. The product is [S:1]1[CH:5]=[N:4][N:3]=[C:2]1[NH:6][C:14](=[O:15])[O:16][CH2:17][C:18]([Cl:21])([Cl:20])[Cl:19]. The yield is 0.791. (4) The reactants are [C:1]([CH:3]([C:5]1[CH:6]=[C:7]([CH:12]=[CH:13][CH:14]=1)[C:8]([O:10][CH3:11])=[O:9])[CH3:4])#[N:2].C[O-].[Na+].Br[CH2:19][CH:20]1[CH2:22][CH2:21]1.[H-].[Na+]. The catalyst is C(#N)C.C(OCC)C. The product is [C:1]([C:3]([C:5]1[CH:6]=[C:7]([CH:12]=[CH:13][CH:14]=1)[C:8]([O:10][CH3:11])=[O:9])([CH3:4])[CH2:19][CH:20]1[CH2:22][CH2:21]1)#[N:2]. The yield is 0.0670. (5) The catalyst is CCO. The product is [CH3:3][N:4]1[C:5]([S:15][CH3:18])=[N:6][N:7]=[C:8]1[C:9]1[CH:10]=[N:11][CH:12]=[CH:13][CH:14]=1. The reactants are CI.[CH3:3][N:4]1[C:8]([C:9]2[CH:10]=[N:11][CH:12]=[CH:13][CH:14]=2)=[N:7][NH:6][C:5]1=[S:15].[OH-].[Na+].[CH2:18](Cl)Cl. The yield is 0.980. (6) The reactants are [Br:1][C:2]1[CH:8]=[CH:7][CH:6]=[CH:5][C:3]=1[NH2:4].[N+:9]([O-:12])(O)=[O:10].[C:13](OC(=O)C)(=[O:15])[CH3:14]. No catalyst specified. The yield is 0.167. The product is [Br:1][C:2]1[CH:8]=[CH:7][CH:6]=[C:5]([N+:9]([O-:12])=[O:10])[C:3]=1[NH:4][C:13](=[O:15])[CH3:14]. (7) The reactants are [OH:1][C@@H:2]1[C@H:7]([NH:8][C:9](=[O:15])[O:10][C:11]([CH3:14])([CH3:13])[CH3:12])[CH:6]=[C:5]([C:16]2[CH:21]=[CH:20][N:19]=[CH:18][C:17]=2[N+:22]([O-:24])=[O:23])[CH2:4][C@@H:3]1[CH3:25].[C:26](#[N:29])[CH:27]=[CH2:28].C(=O)([O-])[O-].[Cs+].[Cs+].C([O-])(O)=O.[Na+]. The catalyst is CC(O)(C)C.O. The product is [C:26]([CH2:27][CH2:28][O:1][C@@H:2]1[C@H:7]([NH:8][C:9](=[O:15])[O:10][C:11]([CH3:12])([CH3:13])[CH3:14])[CH:6]=[C:5]([C:16]2[CH:21]=[CH:20][N:19]=[CH:18][C:17]=2[N+:22]([O-:24])=[O:23])[CH2:4][C@@H:3]1[CH3:25])#[N:29]. The yield is 0.940. (8) The reactants are [OH:1][CH2:2][C:3]1[CH:4]=[C:5]([C:9]2[N:14]=[C:13]([C:15]([O:17][CH3:18])=[O:16])[C:12]([CH3:19])=[CH:11][CH:10]=2)[CH:6]=[CH:7][CH:8]=1.N1C=CN=C1.[C:25]([Si:29]([CH3:32])([CH3:31])Cl)([CH3:28])([CH3:27])[CH3:26]. The catalyst is C(Cl)Cl. The product is [Si:29]([O:1][CH2:2][C:3]1[CH:4]=[C:5]([C:9]2[N:14]=[C:13]([C:15]([O:17][CH3:18])=[O:16])[C:12]([CH3:19])=[CH:11][CH:10]=2)[CH:6]=[CH:7][CH:8]=1)([C:25]([CH3:28])([CH3:27])[CH3:26])([CH3:32])[CH3:31]. The yield is 0.894. (9) The reactants are [CH3:1][C:2]([CH3:18])([CH3:17])[CH2:3][NH:4][C:5]([CH2:7][O:8][C:9]1[N:14]=[CH:13][C:12]([C:15]#[N:16])=[CH:11][CH:10]=1)=[O:6]. The catalyst is CO.Cl.[Pd]. The product is [NH2:16][CH2:15][C:12]1[CH:13]=[N:14][C:9]([O:8][CH2:7][C:5](=[O:6])[NH:4][CH2:3][C:2]([CH3:17])([CH3:1])[CH3:18])=[CH:10][CH:11]=1. The yield is 0.960.